Task: Predict the reaction yield, written as a fraction of the theoretical maximum amount of product (1.0 means a 100% yield; for example, 0.34 means a 34% yield).. Dataset: Reaction yield outcomes from USPTO patents with 853,638 reactions (1) The product is [CH2:46]([O:45][P:43]([C:42]1[CH:41]=[C:40]([C:4]2[S:3][C:2]([C:7]3[S:8][CH:9]=[CH:10][CH:11]=3)=[CH:6][CH:5]=2)[S:39][C:38]=1[C:21]1[S:22][C:23]([C:4]2[S:3][C:2]([C:7]3[S:8][CH:9]=[CH:10][CH:11]=3)=[CH:6][CH:5]=2)=[CH:24][C:20]=1[P:15]([O:17][CH2:18][CH3:19])([O:14][CH2:12][CH3:13])=[O:16])([O:48][CH2:49][CH3:50])=[O:44])[CH3:47]. The catalyst is CN(C=O)C. The yield is 0.420. The reactants are I[C:2]1([C:7]2[S:8][CH:9]=[CH:10][CH:11]=2)[CH2:6][CH:5]=[CH:4][S:3]1.[CH2:12]([O:14][P:15]([C:20]1[CH:24]=[C:23]([Sn](CCCC)(CCCC)CCCC)[S:22][C:21]=1[C:38]1[S:39][C:40]([Sn](CCCC)(CCCC)CCCC)=[CH:41][C:42]=1[P:43]([O:48][CH2:49][CH3:50])([O:45][CH2:46][CH3:47])=[O:44])([O:17][CH2:18][CH3:19])=[O:16])[CH3:13].[F-].[K+]. (2) The reactants are [CH2:1]([C@H:8]([NH:20][C:21](=[O:31])[O:22][C@@H:23]1[C@H:30]2[C@H:26]([O:27][CH2:28][CH2:29]2)[O:25][CH2:24]1)[C@H:9]([OH:19])[CH2:10][NH:11][O:12][CH:13]1[CH2:18][CH2:17][O:16][CH2:15][CH2:14]1)[C:2]1[CH:7]=[CH:6][CH:5]=[CH:4][CH:3]=1.[O:32]1[C:36]2[CH:37]=[CH:38][C:39]([S:41](Cl)(=[O:43])=[O:42])=[CH:40][C:35]=2[O:34][CH2:33]1.C(N(C(C)C)CC)(C)C. The catalyst is C1COCC1.C(OCC)(=O)C. The product is [O:32]1[C:36]2[CH:37]=[CH:38][C:39]([S:41]([N:11]([O:12][CH:13]3[CH2:18][CH2:17][O:16][CH2:15][CH2:14]3)[CH2:10][CH:9]([OH:19])[CH:8]([NH:20][C:21](=[O:31])[O:22][C@@H:23]3[C@H:30]4[C@H:26]([O:27][CH2:28][CH2:29]4)[O:25][CH2:24]3)[CH2:1][C:2]3[CH:3]=[CH:4][CH:5]=[CH:6][CH:7]=3)(=[O:42])=[O:43])=[CH:40][C:35]=2[O:34][CH2:33]1. The yield is 0.390. (3) The reactants are [H-].[Na+].[O:3]1[C:7]2[CH:8]=[CH:9][C:10]([C:12]3([C:15]([NH:17][C:18]4[CH:19]=[CH:20][C:21]([CH3:35])=[C:22]([C:24]5[CH:29]=[CH:28][C:27]([C:30]([N:32]([CH3:34])[CH3:33])=[O:31])=[CH:26][CH:25]=5)[CH:23]=4)=[O:16])[CH2:14][CH2:13]3)=[CH:11][C:6]=2[O:5][CH2:4]1.IC. The catalyst is O1CCCC1.CN(C)C=O. The product is [O:3]1[C:7]2[CH:8]=[CH:9][C:10]([C:12]3([C:15]([NH:17][C:18]4[CH:19]=[CH:20][C:21]([CH2:35][O:3][CH:7]([CH3:8])[CH3:6])=[C:22]([C:24]5[CH:25]=[CH:26][C:27]([C:30]([N:32]([CH3:34])[CH3:33])=[O:31])=[CH:28][CH:29]=5)[CH:23]=4)=[O:16])[CH2:14][CH2:13]3)=[CH:11][C:6]=2[O:5][CH2:4]1. The yield is 0.420. (4) The reactants are [NH2:1][C@@:2]([C:9]1[CH:14]=[C:13]([N+:15]([O-:17])=[O:16])[CH:12]=[CH:11][C:10]=1[F:18])([CH2:7][CH3:8])[CH2:3][C:4](O)=[O:5].B.[OH-].[Na+]. The catalyst is C1COCC1. The product is [NH2:1][C@@:2]([C:9]1[CH:14]=[C:13]([N+:15]([O-:17])=[O:16])[CH:12]=[CH:11][C:10]=1[F:18])([CH2:7][CH3:8])[CH2:3][CH2:4][OH:5]. The yield is 0.600. (5) The reactants are [Br:1][C:2]1[CH:7]=[CH:6][C:5](I)=[CH:4][C:3]=1[CH3:9].[OH:10][C@H:11]1[CH2:15][NH:14][C:13](=[O:16])[CH2:12]1.C1(P(C2C=CC=CC=2)C2C3OC4C(=CC=CC=4P(C4C=CC=CC=4)C4C=CC=CC=4)C(C)(C)C=3C=CC=2)C=CC=CC=1.C(=O)([O-])[O-].[Cs+].[Cs+]. The catalyst is O1CCOCC1.C1C=CC(/C=C/C(/C=C/C2C=CC=CC=2)=O)=CC=1.C1C=CC(/C=C/C(/C=C/C2C=CC=CC=2)=O)=CC=1.C1C=CC(/C=C/C(/C=C/C2C=CC=CC=2)=O)=CC=1.C(Cl)(Cl)Cl.[Pd].[Pd].O. The product is [Br:1][C:2]1[CH:7]=[CH:6][C:5]([N:14]2[CH2:15][C@H:11]([OH:10])[CH2:12][C:13]2=[O:16])=[CH:4][C:3]=1[CH3:9]. The yield is 0.380. (6) The reactants are [CH2:1]([C:8]1[CH:13]=[CH:12][CH:11]=[CH:10][N:9]=1)[C:2]1[CH:7]=[CH:6][CH:5]=[CH:4][CH:3]=1.C([Li])CCC.[C:19]1(=O)[C:27]2[C:22](=[CH:23][CH:24]=[CH:25][CH:26]=2)[CH2:21][CH2:20]1.Cl. The catalyst is C(OCC)C. The product is [CH2:19]1[C:27]2[C:22](=[CH:23][CH:24]=[CH:25][CH:26]=2)[C:21]([C:3]2[CH:4]=[CH:5][CH:6]=[CH:7][C:2]=2[CH2:1][C:8]2[CH:13]=[CH:12][CH:11]=[CH:10][N:9]=2)=[CH:20]1. The yield is 0.340. (7) The reactants are C(=O)(OC(C)(C)C)[NH2:2].Br[C:10]1[C:11]([F:20])=[C:12]([CH:17]=[CH:18][CH:19]=1)[C:13]([O:15][CH3:16])=[O:14].C(Cl)(Cl)Cl.C(=O)([O-])[O-].[Cs+].[Cs+].N#N.C(O)(C(F)(F)F)=O. The catalyst is C1C=CC(/C=C/C(/C=C/C2C=CC=CC=2)=O)=CC=1.C1C=CC(/C=C/C(/C=C/C2C=CC=CC=2)=O)=CC=1.C1C=CC(/C=C/C(/C=C/C2C=CC=CC=2)=O)=CC=1.[Pd].[Pd].CC1(C)C2C(=C(P(C3C=CC=CC=3)C3C=CC=CC=3)C=CC=2)OC2C(P(C3C=CC=CC=3)C3C=CC=CC=3)=CC=CC1=2.C1(C)C=CC=CC=1. The product is [NH2:2][C:10]1[C:11]([F:20])=[C:12]([CH:17]=[CH:18][CH:19]=1)[C:13]([O:15][CH3:16])=[O:14]. The yield is 0.760. (8) The yield is 0.950. The catalyst is CN(C=O)C. The product is [CH2:12]([O:11][C:3]1[CH:4]=[CH:5][C:6]([N+:8]([O-:10])=[O:9])=[CH:7][C:2]=1[F:1])[C:13]1[CH:18]=[CH:17][CH:16]=[CH:15][CH:14]=1. The reactants are [F:1][C:2]1[CH:7]=[C:6]([N+:8]([O-:10])=[O:9])[CH:5]=[CH:4][C:3]=1[OH:11].[CH2:12](Br)[C:13]1[CH:18]=[CH:17][CH:16]=[CH:15][CH:14]=1.C(=O)([O-])[O-].[K+].[K+]. (9) The reactants are [CH3:1][N:2]1[CH2:6][C:5]([CH3:8])([CH3:7])[CH2:4][C@H:3]1[C:9]([OH:11])=O.[F:12][C:13]1[CH:14]=[CH:15][C:16]([NH:19][NH2:20])=[N:17][CH:18]=1.CCN(C(C)C)C(C)C.CN(C(ON1N=NC2C=CC=NC1=2)=[N+](C)C)C.F[P-](F)(F)(F)(F)F.N. The catalyst is C(Cl)Cl.CO. The product is [F:12][C:13]1[CH:14]=[CH:15][C:16]([NH:19][NH:20][C:9]([C@@H:3]2[CH2:4][C:5]([CH3:7])([CH3:8])[CH2:6][N:2]2[CH3:1])=[O:11])=[N:17][CH:18]=1. The yield is 0.710.